Task: Predict the reactants needed to synthesize the given product.. Dataset: Full USPTO retrosynthesis dataset with 1.9M reactions from patents (1976-2016) (1) Given the product [CH3:25][O:24][C:22]1[CH:21]=[CH:20][C:14]2[N:15]=[N:16][C:17]([C:18]#[N:19])=[C:12](/[CH:11]=[CH:10]/[C:5]34[CH2:8][CH2:9][C:2]([NH:1][CH2:37][C:35]5[CH:34]=[CH:33][C:30]6[O:31][CH2:32][C:27](=[O:26])[NH:28][C:29]=6[N:36]=5)([CH2:7][CH2:6]3)[CH2:3][O:4]4)[C:13]=2[N:23]=1, predict the reactants needed to synthesize it. The reactants are: [NH2:1][C:2]12[CH2:9][CH2:8][C:5](/[CH:10]=[CH:11]/[C:12]3[C:13]4[N:23]=[C:22]([O:24][CH3:25])[CH:21]=[CH:20][C:14]=4[N:15]=[N:16][C:17]=3[C:18]#[N:19])([CH2:6][CH2:7]1)[O:4][CH2:3]2.[O:26]=[C:27]1[CH2:32][O:31][C:30]2[CH:33]=[CH:34][C:35]([CH:37]=O)=[N:36][C:29]=2[NH:28]1. (2) The reactants are: [Br:1][C:2]1[CH:7]=[CH:6][C:5]([NH:8][C:9]2[C:18]3[C:13](=[CH:14][C:15]([O:21][CH2:22][CH:23]4[O:25][CH2:24]4)=[C:16]([O:19][CH3:20])[CH:17]=3)[N:12]=[CH:11][N:10]=2)=[C:4]([F:26])[CH:3]=1.[SH:27][C:28]1[N:29]([CH3:33])[CH:30]=[CH:31][N:32]=1. Given the product [Br:1][C:2]1[CH:7]=[CH:6][C:5]([NH:8][C:9]2[C:18]3[C:13](=[CH:14][C:15]([O:21][CH2:22][CH:23]([OH:25])[CH2:24][S:27][C:28]4[N:29]([CH3:33])[CH:30]=[CH:31][N:32]=4)=[C:16]([O:19][CH3:20])[CH:17]=3)[N:12]=[CH:11][N:10]=2)=[C:4]([F:26])[CH:3]=1, predict the reactants needed to synthesize it. (3) Given the product [CH3:12][CH2:13][CH2:2][CH:1]([CH3:4])[CH3:3].[C:18]([O:19][CH2:20][CH3:16])(=[O:14])[CH3:17], predict the reactants needed to synthesize it. The reactants are: [C:1]([Li])([CH3:4])([CH3:3])[CH3:2].[Cl-].[Li+].[Cu]C#N.Cl[CH2:12][C:13](Cl)=[O:14].[CH2:16]1[CH2:20][O:19][CH2:18][CH2:17]1. (4) Given the product [C:10]([C:14]1[CH:19]=[CH:18][C:17]([NH:20][C:21](=[O:22])[NH:1][C@@H:2]([CH2:8][CH3:9])[CH2:3][C:4]([O:6][CH3:7])=[O:5])=[CH:16][CH:15]=1)([CH3:13])([CH3:11])[CH3:12], predict the reactants needed to synthesize it. The reactants are: [NH2:1][C@@H:2]([CH2:8][CH3:9])[CH2:3][C:4]([O:6][CH3:7])=[O:5].[C:10]([C:14]1[CH:19]=[CH:18][C:17]([N:20]=[C:21]=[O:22])=[CH:16][CH:15]=1)([CH3:13])([CH3:12])[CH3:11]. (5) Given the product [O:23]=[C:14]1[C:15]2[C:20](=[CH:19][CH:18]=[CH:17][CH:16]=2)[C:21](=[O:22])[N:13]1[CH2:12][C:11]1[CH:10]=[C:9]([CH3:24])[C:8]2[N:7]([S:25]([C:28]3[CH:29]=[CH:30][C:31]([CH3:32])=[CH:33][CH:34]=3)(=[O:27])=[O:26])[CH:6]=[CH:5][C:4]=2[C:3]=1[CH:2]=[O:1], predict the reactants needed to synthesize it. The reactants are: [OH:1][CH2:2][C:3]1[C:11]([CH2:12][N:13]2[C:21](=[O:22])[C:20]3[C:15](=[CH:16][CH:17]=[CH:18][CH:19]=3)[C:14]2=[O:23])=[CH:10][C:9]([CH3:24])=[C:8]2[C:4]=1[CH:5]=[CH:6][N:7]2[S:25]([C:28]1[CH:34]=[CH:33][C:31]([CH3:32])=[CH:30][CH:29]=1)(=[O:27])=[O:26]. (6) Given the product [F:1][C:2]1[CH:7]=[C:6]([CH:5]=[CH:4][C:3]=1[C:9]([N:11]1[CH2:15][CH2:14][CH2:13][C@H:12]1[CH2:16][N:17]1[CH2:21][CH2:20][CH2:19][C@H:18]1[CH3:22])=[O:10])[O:8][CH2:24][C:25]1[CH:26]=[C:27]([C:30]#[N:31])[S:28][CH:29]=1, predict the reactants needed to synthesize it. The reactants are: [F:1][C:2]1[CH:7]=[C:6]([OH:8])[CH:5]=[CH:4][C:3]=1[C:9]([N:11]1[CH2:15][CH2:14][CH2:13][C@H:12]1[CH2:16][N:17]1[CH2:21][CH2:20][CH2:19][C@H:18]1[CH3:22])=[O:10].Br[CH2:24][C:25]1[CH:26]=[C:27]([C:30]#[N:31])[S:28][CH:29]=1. (7) Given the product [F:2][C:3]1[CH:4]=[C:5]2[C:9]([CH2:8][NH:7][CH2:6]2)=[CH:10][C:11]=1[CH2:12][NH:13][C:14]1[C:15]2[C:16](=[N:20][N:21]([CH2:23][C:24]3[CH:25]=[CH:26][C:27]([CH2:30][N:31]4[CH:36]=[CH:35][CH:34]=[CH:33][C:32]4=[O:37])=[CH:28][CH:29]=3)[CH:22]=2)[N:17]=[CH:18][N:19]=1, predict the reactants needed to synthesize it. The reactants are: Cl.[F:2][C:3]1[CH:4]=[C:5]2[C:9](=[CH:10][C:11]=1[CH2:12][NH:13][C:14]1[C:15]3[C:16](=[N:20][N:21]([CH2:23][C:24]4[CH:29]=[CH:28][C:27]([CH2:30][N:31]5[CH:36]=[CH:35][CH:34]=[CH:33][C:32]5=[O:37])=[CH:26][CH:25]=4)[CH:22]=3)[N:17]=[CH:18][N:19]=1)[CH2:8][N:7](C(OC(C)(C)C)=O)[CH2:6]2.